This data is from Forward reaction prediction with 1.9M reactions from USPTO patents (1976-2016). The task is: Predict the product of the given reaction. The product is: [NH2:1][C:2]1[CH:3]=[CH:4][C:5]([C:6]([NH:56][CH2:55][C:54]2[CH:53]=[CH:52][C:51]([C:50]([F:49])([F:59])[F:60])=[CH:58][CH:57]=2)=[O:8])=[CH:9][CH:10]=1. Given the reactants [NH2:1][C:2]1[CH:10]=[CH:9][C:5]([C:6]([OH:8])=O)=[CH:4][CH:3]=1.CN(C(ON1N=NC2C=CC=CC1=2)=[N+](C)C)C.F[P-](F)(F)(F)(F)F.CN(C=O)C.C(N(CC)C(C)C)(C)C.[F:49][C:50]([F:60])([F:59])[C:51]1[CH:58]=[CH:57][C:54]([CH2:55][NH2:56])=[CH:53][CH:52]=1, predict the reaction product.